From a dataset of Forward reaction prediction with 1.9M reactions from USPTO patents (1976-2016). Predict the product of the given reaction. (1) The product is: [NH2:2][C:66](=[O:67])[CH:65]([C:60]1[CH:61]=[CH:62][CH:63]=[CH:64][C:59]=1[CH2:58][CH2:57][C:55]1[C:54]([C:70]([F:72])([F:73])[F:71])=[CH:53][N:52]=[C:51]([NH:50][C:47]2[CH:48]=[CH:49][C:44]([CH:41]3[CH2:42][CH2:43][N:38]([C:36]([O:35][C:31]([CH3:34])([CH3:33])[CH3:32])=[O:37])[CH2:39][CH2:40]3)=[CH:45][CH:46]=2)[N:56]=1)[CH3:69]. Given the reactants O[N:2]1C2C=CC=CC=2N=N1.CCN=C=NCCCN(C)C.C(N(CC)C(C)C)(C)C.[C:31]([O:35][C:36]([N:38]1[CH2:43][CH2:42][CH:41]([C:44]2[CH:49]=[CH:48][C:47]([NH:50][C:51]3[N:56]=[C:55]([CH2:57][CH2:58][C:59]4[CH:64]=[CH:63][CH:62]=[CH:61][C:60]=4[CH:65]([CH3:69])[C:66]([O-])=[O:67])[C:54]([C:70]([F:73])([F:72])[F:71])=[CH:53][N:52]=3)=[CH:46][CH:45]=2)[CH2:40][CH2:39]1)=[O:37])([CH3:34])([CH3:33])[CH3:32].[Li+].C(=O)([O-])[O-].[NH4+].[NH4+], predict the reaction product. (2) Given the reactants [CH3:1][C:2]1[C:7]2[N:8]=[C:9]([NH:12][C:13]3[CH:18]=[CH:17][C:16]([S:19]([NH:22][CH2:23][CH2:24][N:25]4[CH2:29][CH2:28][CH2:27][CH2:26]4)(=[O:21])=[O:20])=[CH:15][CH:14]=3)[N:10]=[N:11][C:6]=2[CH:5]=[C:4]([C:30]2[CH:35]=[CH:34][CH:33]=[C:32]([N+:36]([O-])=O)[CH:31]=2)[CH:3]=1, predict the reaction product. The product is: [NH2:36][C:32]1[CH:31]=[C:30]([C:4]2[CH:3]=[C:2]([CH3:1])[C:7]3[N:8]=[C:9]([NH:12][C:13]4[CH:14]=[CH:15][C:16]([S:19]([NH:22][CH2:23][CH2:24][N:25]5[CH2:26][CH2:27][CH2:28][CH2:29]5)(=[O:20])=[O:21])=[CH:17][CH:18]=4)[N:10]=[N:11][C:6]=3[CH:5]=2)[CH:35]=[CH:34][CH:33]=1. (3) Given the reactants Br[C:2]1[CH:9]=[CH:8][C:5]([CH:6]=[O:7])=[C:4]([O:10][CH3:11])[CH:3]=1.[CH3:12][O:13][C:14]1[CH:19]=[CH:18][C:17](B(O)O)=[C:16]([C:23]([F:26])([F:25])[F:24])[CH:15]=1.C(=O)([O-])[O-].[K+].[K+].C1(C)C=CC=CC=1, predict the reaction product. The product is: [CH3:11][O:10][C:4]1[CH:3]=[C:2]([C:17]2[CH:18]=[CH:19][C:14]([O:13][CH3:12])=[CH:15][C:16]=2[C:23]([F:24])([F:25])[F:26])[CH:9]=[CH:8][C:5]=1[CH:6]=[O:7]. (4) Given the reactants [N:1]1([C:6]2[CH:33]=[CH:32][C:9]([CH2:10][C:11]3[C:12](Cl)=[N:13][C:14]4[C:19]([C:20]=3[Cl:21])=[CH:18][C:17]([C:22]([C:24]3[N:28]([CH3:29])[CH:27]=[N:26][CH:25]=3)=[O:23])=[CH:16][C:15]=4[CH3:30])=[CH:8][CH:7]=2)[CH:5]=[CH:4][CH:3]=[N:2]1.[CH3:34][O-:35].[Na+], predict the reaction product. The product is: [N:1]1([C:6]2[CH:33]=[CH:32][C:9]([CH2:10][C:11]3[C:12]([O:35][CH3:34])=[N:13][C:14]4[C:19]([C:20]=3[Cl:21])=[CH:18][C:17]([C:22]([C:24]3[N:28]([CH3:29])[CH:27]=[N:26][CH:25]=3)=[O:23])=[CH:16][C:15]=4[CH3:30])=[CH:8][CH:7]=2)[CH:5]=[CH:4][CH:3]=[N:2]1. (5) Given the reactants [O:1]1[C:6]2[CH:7]=[CH:8][CH:9]=[CH:10][C:5]=2[N:4]([C:11]([N:13]2[CH2:17][CH:16]=[C:15](B3OC(C)(C)C(C)(C)O3)[CH2:14]2)=[O:12])[CH2:3][CH2:2]1.Br[C:28]1[CH:33]=[CH:32][C:31]([F:34])=[CH:30][C:29]=1[C:35]([F:38])([F:37])[F:36].C(=O)([O-])[O-].[Na+].[Na+], predict the reaction product. The product is: [O:1]1[C:6]2[CH:7]=[CH:8][CH:9]=[CH:10][C:5]=2[N:4]([C:11]([N:13]2[CH2:17][CH:16]=[C:15]([C:28]3[CH:33]=[CH:32][C:31]([F:34])=[CH:30][C:29]=3[C:35]([F:36])([F:38])[F:37])[CH2:14]2)=[O:12])[CH2:3][CH2:2]1. (6) Given the reactants [C:1]([C:3]1[CH:4]=[C:5]([C:22]2[CH:27]=[CH:26][C:25]([C:28]([O:30]C)=[O:29])=[CH:24][C:23]=2[F:32])[CH:6]=[CH:7][C:8]=1[O:9][CH2:10][CH:11]1[CH2:16][CH2:15][N:14]([CH2:17][C:18]([F:21])([CH3:20])[CH3:19])[CH2:13][CH2:12]1)#[N:2].O[Li].O, predict the reaction product. The product is: [C:1]([C:3]1[CH:4]=[C:5]([C:22]2[CH:27]=[CH:26][C:25]([C:28]([OH:30])=[O:29])=[CH:24][C:23]=2[F:32])[CH:6]=[CH:7][C:8]=1[O:9][CH2:10][CH:11]1[CH2:16][CH2:15][N:14]([CH2:17][C:18]([F:21])([CH3:20])[CH3:19])[CH2:13][CH2:12]1)#[N:2]. (7) The product is: [OH:10][C@H:11]1[CH2:15][CH2:14][N:13]([CH2:16][CH2:17][C:18]2[CH:23]=[CH:22][C:21]3[O:24][CH2:25][O:26][C:20]=3[CH:19]=2)[CH2:12]1. Given the reactants [N+](C1C=CC(C([O:10][C@H:11]2[CH2:15][CH2:14][N:13]([CH2:16][CH2:17][C:18]3[CH:23]=[CH:22][C:21]4[O:24][CH2:25][O:26][C:20]=4[CH:19]=3)[CH2:12]2)=O)=CC=1)([O-])=O.[OH-].[Na+], predict the reaction product. (8) Given the reactants [C:1]([C:5]1[O:9][N:8]=[C:7]([NH:10][C:11]([CH:13]2[CH2:18][O:17][CH2:16][CH2:15][NH:14]2)=[O:12])[CH:6]=1)([CH3:4])([CH3:3])[CH3:2].Cl.[Cl:20][C:21]1[CH:26]=[CH:25][C:24]([S:27](Cl)(=[O:29])=[O:28])=[CH:23][CH:22]=1.C(N(CC)C(C)C)(C)C, predict the reaction product. The product is: [C:1]([C:5]1[O:9][N:8]=[C:7]([NH:10][C:11]([CH:13]2[CH2:18][O:17][CH2:16][CH2:15][N:14]2[S:27]([C:24]2[CH:25]=[CH:26][C:21]([Cl:20])=[CH:22][CH:23]=2)(=[O:29])=[O:28])=[O:12])[CH:6]=1)([CH3:4])([CH3:2])[CH3:3]. (9) Given the reactants [CH2:1]([S:8][C:9]([CH3:41])([CH:39]=O)[CH2:10][NH:11][C:12]([C:14]1[NH:15][C:16]2[C:21]([CH:22]=1)=[CH:20][C:19]([O:23][CH2:24][CH2:25][O:26][CH3:27])=[CH:18][C:17]=2[N:28]([CH3:38])[S:29]([C:32]1[CH:37]=[CH:36][CH:35]=[CH:34][N:33]=1)(=[O:31])=[O:30])=[O:13])[C:2]1[CH:7]=[CH:6][CH:5]=[CH:4][CH:3]=1.[NH:42]1[CH2:47][CH2:46][S:45][CH2:44][CH2:43]1.C(O[BH-](OC(=O)C)OC(=O)C)(=O)C.[Na+].C(=O)(O)[O-].[Na+], predict the reaction product. The product is: [CH2:1]([S:8][C:9]([CH3:41])([CH2:39][N:42]1[CH2:47][CH2:46][S:45][CH2:44][CH2:43]1)[CH2:10][NH:11][C:12]([C:14]1[NH:15][C:16]2[C:21]([CH:22]=1)=[CH:20][C:19]([O:23][CH2:24][CH2:25][O:26][CH3:27])=[CH:18][C:17]=2[N:28]([CH3:38])[S:29]([C:32]1[CH:37]=[CH:36][CH:35]=[CH:34][N:33]=1)(=[O:30])=[O:31])=[O:13])[C:2]1[CH:3]=[CH:4][CH:5]=[CH:6][CH:7]=1.